This data is from NCI-60 drug combinations with 297,098 pairs across 59 cell lines. The task is: Regression. Given two drug SMILES strings and cell line genomic features, predict the synergy score measuring deviation from expected non-interaction effect. (1) Drug 1: CC1C(C(CC(O1)OC2CC(CC3=C2C(=C4C(=C3O)C(=O)C5=C(C4=O)C(=CC=C5)OC)O)(C(=O)C)O)N)O.Cl. Drug 2: CC1=CC=C(C=C1)C2=CC(=NN2C3=CC=C(C=C3)S(=O)(=O)N)C(F)(F)F. Cell line: BT-549. Synergy scores: CSS=26.0, Synergy_ZIP=2.04, Synergy_Bliss=6.64, Synergy_Loewe=-18.2, Synergy_HSA=6.15. (2) Drug 1: CC1=C(C=C(C=C1)NC2=NC=CC(=N2)N(C)C3=CC4=NN(C(=C4C=C3)C)C)S(=O)(=O)N.Cl. Drug 2: B(C(CC(C)C)NC(=O)C(CC1=CC=CC=C1)NC(=O)C2=NC=CN=C2)(O)O. Cell line: SK-MEL-5. Synergy scores: CSS=-3.32, Synergy_ZIP=2.65, Synergy_Bliss=1.99, Synergy_Loewe=-2.24, Synergy_HSA=-1.74. (3) Drug 1: CCC1(CC2CC(C3=C(CCN(C2)C1)C4=CC=CC=C4N3)(C5=C(C=C6C(=C5)C78CCN9C7C(C=CC9)(C(C(C8N6C=O)(C(=O)OC)O)OC(=O)C)CC)OC)C(=O)OC)O.OS(=O)(=O)O. Drug 2: CN1C2=C(C=C(C=C2)N(CCCl)CCCl)N=C1CCCC(=O)O.Cl. Cell line: HT29. Synergy scores: CSS=-2.73, Synergy_ZIP=1.12, Synergy_Bliss=2.22, Synergy_Loewe=-9.59, Synergy_HSA=-4.07. (4) Drug 1: CC(C1=C(C=CC(=C1Cl)F)Cl)OC2=C(N=CC(=C2)C3=CN(N=C3)C4CCNCC4)N. Drug 2: C1C(C(OC1N2C=C(C(=O)NC2=O)F)CO)O. Cell line: KM12. Synergy scores: CSS=49.3, Synergy_ZIP=3.81, Synergy_Bliss=-1.41, Synergy_Loewe=20.4, Synergy_HSA=6.52. (5) Drug 1: CN1CCC(CC1)COC2=C(C=C3C(=C2)N=CN=C3NC4=C(C=C(C=C4)Br)F)OC. Drug 2: CC1=C(N=C(N=C1N)C(CC(=O)N)NCC(C(=O)N)N)C(=O)NC(C(C2=CN=CN2)OC3C(C(C(C(O3)CO)O)O)OC4C(C(C(C(O4)CO)O)OC(=O)N)O)C(=O)NC(C)C(C(C)C(=O)NC(C(C)O)C(=O)NCCC5=NC(=CS5)C6=NC(=CS6)C(=O)NCCC[S+](C)C)O. Cell line: A498. Synergy scores: CSS=15.3, Synergy_ZIP=-5.20, Synergy_Bliss=-1.66, Synergy_Loewe=0.620, Synergy_HSA=1.04. (6) Drug 1: C1CCC(CC1)NC(=O)N(CCCl)N=O. Drug 2: C1=NNC2=C1C(=O)NC=N2. Cell line: UO-31. Synergy scores: CSS=12.4, Synergy_ZIP=-3.36, Synergy_Bliss=1.22, Synergy_Loewe=3.03, Synergy_HSA=3.37. (7) Drug 1: C1=CC(=CC=C1CCCC(=O)O)N(CCCl)CCCl. Drug 2: CCN(CC)CCCC(C)NC1=C2C=C(C=CC2=NC3=C1C=CC(=C3)Cl)OC. Cell line: SK-OV-3. Synergy scores: CSS=9.91, Synergy_ZIP=-8.53, Synergy_Bliss=-3.77, Synergy_Loewe=-4.65, Synergy_HSA=-2.91. (8) Drug 1: C1=CC(=CC=C1CCCC(=O)O)N(CCCl)CCCl. Drug 2: CN1C(=O)N2C=NC(=C2N=N1)C(=O)N. Cell line: EKVX. Synergy scores: CSS=-4.41, Synergy_ZIP=-1.75, Synergy_Bliss=-3.34, Synergy_Loewe=-10.1, Synergy_HSA=-7.49.